This data is from Catalyst prediction with 721,799 reactions and 888 catalyst types from USPTO. The task is: Predict which catalyst facilitates the given reaction. (1) Reactant: Br[C:2]1[CH:3]=[N:4][C:5]([C:8]2[O:16][C:11]3=[CH:12][N:13]=[CH:14][CH:15]=[C:10]3[C:9]=2[O:17][Si](C(C)(C)C)(C2C=CC=CC=2)C2C=CC=CC=2)=[N:6][CH:7]=1.[CH3:35][N:36]1[CH2:41][CH2:40][NH:39][CH2:38][CH2:37]1.CC(C1C=C(C(C)C)C(C2C=CC=CC=2P(C2CCCCC2)C2CCCCC2)=C(C(C)C)C=1)C.CC([O-])(C)C.[Na+]. Product: [CH3:35][N:36]1[CH2:41][CH2:40][N:39]([C:2]2[CH:7]=[N:6][C:5]([C:8]3[O:16][C:11]4=[CH:12][N:13]=[CH:14][CH:15]=[C:10]4[C:9]=3[OH:17])=[N:4][CH:3]=2)[CH2:38][CH2:37]1. The catalyst class is: 101. (2) Reactant: C[Si](C)(C)CC[O:5][C:6](=[O:30])[CH2:7][C:8]1[C:16]2[C:11](=[CH:12][C:13]([F:19])=[C:14]([O:17]C)[CH:15]=2)[N:10]([C:20](=[O:28])[C:21]2[CH:26]=[CH:25][C:24]([Cl:27])=[CH:23][CH:22]=2)[C:9]=1[CH3:29].B(Br)(Br)Br. Product: [Cl:27][C:24]1[CH:25]=[CH:26][C:21]([C:20]([N:10]2[C:11]3[C:16](=[CH:15][C:14]([OH:17])=[C:13]([F:19])[CH:12]=3)[C:8]([CH2:7][C:6]([OH:30])=[O:5])=[C:9]2[CH3:29])=[O:28])=[CH:22][CH:23]=1. The catalyst class is: 4. (3) Reactant: [OH-].[K+].C(OC(=O)[NH:7][C:8]1[C:13]([C:14]#[C:15][Si](C)(C)C)=[CH:12][CH:11]=[CH:10][C:9]=1[O:20][C:21]([F:24])([F:23])[F:22])C. Product: [F:22][C:21]([F:24])([F:23])[O:20][C:9]1[CH:10]=[CH:11][CH:12]=[C:13]2[C:8]=1[NH:7][CH:15]=[CH:14]2. The catalyst class is: 107.